Dataset: B-cell epitopes from IEDB database with 3,159 antigens for binding position prediction. Task: Token-level Classification. Given an antigen amino acid sequence, predict which amino acid positions are active epitope sites capable of antibody binding. Output is a list of indices for active positions. (1) Given the antigen sequence: EGKQKMDMQKKILDYYENLTGDGKKEAGEKLRGGCRELLRQIVGDEKMAELKQMKESGLGQEELRAKVDEMLEHVTDEAKKQKIHEYGPACRKIYEDRHKRDNHEHSLDDYFRTHLSWLTDAQKDEIRKMKE, which amino acid positions are active epitope sites? The epitope positions are: [41, 42, 43, 44, 45, 46, 47, 48, 49, 50, 51, 52, 53, 54, 55, 56, 57, 58, 59, 60... (44 total positions)]. The amino acids at these positions are: IVGDEKMAELKQMKESGLGQEELRAKVDEM.... (2) Given the antigen sequence: MAGRSDMDPPAAFSGFPALPAVAPSGPPPSPLAGAEPGREPEEAAAGRGEAAPTPAPGPGRRRRRPLQRGKPPYSYIALIAMALAHAPGRRLTLAAIYRFITERFAFYRDSPRKWQNSIRHNLTLNDCFVKVPREPGNPGKGNYWTLDPAAADMFDNGSFLRRRKRFKRAELPAHAAAAPGPPLPFPYAPYAPAPGPALLVPPPSAGPGPSPPARLFSVDSLVNLQPELAGLGAPEPPCCAAPDAAAAAFPPCAAAASPPLYSQVPDRLVLPATRPGPGPLPAEPLLALAGPAAALGPLSPGEAYLRQPGFASGLERYL, which amino acid positions are active epitope sites? The epitope positions are: [52, 53, 54, 55, 56, 57, 58, 59, 60, 61]. The amino acids at these positions are: PTPAPGPGRR. (3) Given the antigen sequence: PRAAPEVYAFATPEWPGSRDKRTLACLIQNFMPEDISVQWLHNEVQLPDARHSTTQPRKTKGSGFFVFSRLEVTRAEWEQKDEFICRAVHEAASPSQTVQRAVSVNPGLAGGSAQSQRAPDRVLCHSGQQQGLPRAAGGSVPHPRCHCGAGRADWPGPPELDVCVEEAEGEAPWTWTGLCIFAALFLLSVSYSAALTLLMVQRFLSATRQGRPQTSLDYTNVLQPHA, which amino acid positions are active epitope sites? The epitope positions are: [108, 109, 110, 111, 112, 113, 114, 115, 116, 117, 118, 119, 120, 121]. The amino acids at these positions are: LAGGSAQSQRAPDR. (4) The epitope positions are: [386, 387, 388, 389, 390, 391]. The amino acids at these positions are: NITEGE. Given the antigen sequence: MTTLLLVFVTLRVIAAVISEEVPDHDNSLSVSIPQPSPLKALLGTSLTIPCYFIDPMHPVTTAPSTAPLTPRIKWSRVSKEKEVVLLVATEGQVRVNSIYQDKVSLPNYPAIPSDATLEIQNLRSNDSGIYRCEVMHGIEDSEATLEVIVKGIVFHYRAISTRYTLDFDRAQRACLQNSAIIATPEQLQAAYEDGFHQCDAGWLADQTVRYPIHTPREGCYGDKDEFPGVRTYGIRDTNETYDVYCFAEEMEGEVFYATSPEKFTFQEAANECRRLGARLATTGQLYLAWQGGMDMCSAGWLADRSVRYPISKARPNCGGNLLGVRTVYLHANQTGYPDPSSRYDAICYTGEDFVDIPENFFGVGGEEDITIQTVTWPDLELPLPRNITEGEARGNVILTAKPIFDMSPTVSEPGEALTLAPEVGTTVFPEAGERTEKTTRPWGFPEEATRGPDSATAFASEDLVVRVTISPGAVEVPGQPRLPGGVVFHYRPGSTRYSL..., which amino acid positions are active epitope sites? (5) Given the antigen sequence: MPAVLLVLYVNPPPSVCILTQKLSLGLYNQWWRVCRSVPPPWYVFFNKRSMSTFKLMMDGRLVFAMAIAILSVVLSCGTCEKAKRAVRGRQDRPKEFPPPRYNYTILTRYNATALASPFINDQVKNVDLRIVTATRPCEMIALIAKTNIDSILKELAAAQKTYSARLTWFKIMPTCATPIHDVSYMKCNPKLSFAMCDERSDILWQASLITMAAETDDELGLVLAAPAHSASGLYRRVIEIDGRRIYTDFSVTIPSERCPIAFEQNFGNPDRCKTPEQYSRGEVFTRRFLGEFNFPQGEHMTWLKFWFVYDGGNLPVQFYEAQAFARPVPPDNHPGFDSVESEITQNKTDPKPGQADPKPNQPFKWPSIKHLAPRLDEVDEVIEPVTKPPKTSKSNSTFVGISVGLGIAGLVLVGVILYVCLRRKKELKSLHRTA, which amino acid positions are active epitope sites? The epitope positions are: [79, 80, 81, 82, 83, 84, 85, 86, 87, 88, 89, 90, 91, 92, 93, 94, 95, 96, 97]. The amino acids at these positions are: CEKAKRAVRGRQDRPKEFP. (6) Given the antigen sequence: MKTLLILTIIAVALTTTTANIQVDPSGQVQWPQQQQPFPQPQQPFSQQPQQIFPQPQQTFPHQPQQAFPQPQQTFPHQPQQQFPQPQQPQQPFPQQPQQQFPQPQQPQQPFPQQPQQQFPQPQQPQQPFPQPQQPQLPFPQQPQQPFPQPQQPQQPFPQLQQPQQPLPQPQQPQQPFPQQQQPLIQPYLQQQMNPCKNYLLQQCNPVSLVSSLVSMILPRSDCKVMRQQCCQQLARIPQQL, which amino acid positions are active epitope sites? The epitope positions are: [34, 35, 36, 37, 38, 39, 40]. The amino acids at these positions are: QQPFPQP. (7) Given the antigen sequence: MQTPKETLSERLSALQDKIIDHYENDSKDIDSQIQYWQLIRWENAIFFAAREHGIQTLNHQVVPAYNISKSKAHKAIELQMALQGLAQSAYKTEDWTLQDTCEELWNTEPTHCFKKGGQTVQVYFDGNKDNCMNYVAWDSVYYMTDAGTWDKTATCVSHRGLYYVKEGYNTFYIEFKSECEKYGNTGTWEVHFGNNVIDCNDSMCSTSDDTVSATQLVKQLQHTPSPYSSTMSVGTAKTYGQTSAATRPGHCGLAEKQHCGPVNPLLGAATATGNNKRRKLCSGNTTPIIHLKGDRNSLKCLRYRLRKHSDHYRDISSTWHWTGAGNEKTGILTVTYHSETQRTKFLNTVAIPDSVQILVGYMTM, which amino acid positions are active epitope sites? The epitope positions are: [327, 328, 329, 330, 331, 332, 333, 334, 335, 336, 337, 338, 339, 340, 341, 342, 343, 344]. The amino acids at these positions are: EKTGILTVTYHSETQRTK. (8) Given the antigen sequence: MMRKLAILSVSSFLFVEALFQEYQCYGSSSNTRVLNELNYDNAGTNLYNELEMNYYGKQENWYSLKKNSRSLGENDDGNNNNGDNGREGKDEDKRDGNNEDNEKLRKPKHKKLKQPGDGNPDPNANPNVDPNANPNVDPNANPNVDPNANPNANPNANPNANPNANPNANPNANPNANPNANPNANPNANPNANPNANPNANPNANPNVDPNANPNANPNANPNANPNANPNANPNANPNANPNANPNANPNANPNANPNANPNANPNANPNANPNANPNANPNANPNKNNQGNGQGHNMPNDPNRNVDENANANNAVKNNNNEEPSDKHIEKYLKKIQNSLSTEWSPCSVTCGNGIQVRIKPGSANKPKDELDYENDIEKKICKMEKCSSVFNVVNSSIGLIMVLSFLFLN, which amino acid positions are active epitope sites? The epitope positions are: [300, 301, 302, 303, 304, 305, 306, 307, 308]. The amino acids at these positions are: PNDPNRNVD. (9) Given the antigen sequence: EAGFLAEAELLNLRKISSDLDGHPVPKQAFTDVATGSLGQGLGAACGMAYTGKYFDKASYRVYCLLGDGELSEGSVWEAMAFASIYKLDNLVAILDINRLGQSDPAPLQHQMDIYQKRCEAFGWHAIIVDGHSVEELCKAFGQAKHQPTAIIAKTFKGRGITGVEDKESWHGKPLPKNMAEQIIQEIYSQIQSKKKILATPPQEDAPSVDIANIRMPSLPSYKVGDKIATRKAYGQALAKLGHASDRIIALDGDTKNSTFSEIFKKEHPDRFIECYIAEQNMVSIAVGCATRNRTVPFCSTFAAFFTRAFDQIRMAAISESNINLCGSHCGVSIGEDGPSQMALEDLAMFRSVPTSTVFYPSDGVATEKAVELAANTKGICFIRTSRPENAIIYNNNEDFQVGQAKVVLKSKDDQVTVIGAGVTLHEALAAAELLKKEKINIRVLDPFTIKPLDRKLILDSARATKGRILTVEDHYYEGGIGEAVSSAVVGEPGITVTHL..., which amino acid positions are active epitope sites? The epitope positions are: [189, 190, 191, 192, 193, 194, 195, 196, 197, 198, 199, 200, 201, 202, 203]. The amino acids at these positions are: QIQSKKKILATPPQE. (10) Given the antigen sequence: MMDPNSTSEDVKFTPDPYQVPFVQAFDQATRVYQDLGGPSQAPLPCVLWPVLPEPLPQGQLTAYHVSTAPTGSWFSAPQPAPENAYQAYAAPQLFPVSDITQNQQTNQAGGEAPQPGDNSTVQTAAAVVFACPGANQGQQLADIGVPQPAPVAAPARRTRKPQQPESLEECDSELEIKRYKNRVASRKCRAKFKQLLQHYREVAAAKSSENDRLRLLLKQMCPSLDVDSIIRRTPDVLHEDLLNF, which amino acid positions are active epitope sites? The epitope positions are: [168, 169, 170, 171, 172, 173, 174, 175, 176, 177, 178, 179, 180, 181, 182, 183, 184, 185, 186, 187... (22 total positions)]. The amino acids at these positions are: EECDSELEIKRYKNRVASRKCR.